Dataset: Reaction yield outcomes from USPTO patents with 853,638 reactions. Task: Predict the reaction yield, written as a fraction of the theoretical maximum amount of product (1.0 means a 100% yield; for example, 0.34 means a 34% yield). (1) The reactants are [H-].[Na+].[NH2:3][C@@H:4]1[C:13]2[C:8](=[CH:9][CH:10]=[CH:11][CH:12]=2)[C@H:7]([OH:14])[CH2:6][CH2:5]1.F[C:16]1[CH:17]=[CH:18][C:19]2[N:20]([C:22]([N:25]([CH:29]([CH3:31])[CH3:30])[CH:26]([CH3:28])[CH3:27])=[N:23][N:24]=2)[CH:21]=1. The catalyst is CN(C=O)C. The product is [NH2:3][C@@H:4]1[C:13]2[C:8](=[CH:9][CH:10]=[CH:11][CH:12]=2)[C@H:7]([O:14][C:16]2[CH:17]=[CH:18][C:19]3[N:20]([C:22]([N:25]([CH:29]([CH3:31])[CH3:30])[CH:26]([CH3:27])[CH3:28])=[N:23][N:24]=3)[CH:21]=2)[CH2:6][CH2:5]1. The yield is 0.680. (2) The reactants are Cl[C:2]1[C:3](=[O:24])[C:4](=[O:23])[C:5]=1[NH:6][C:7]1[CH:12]=[CH:11][CH:10]=[C:9]([C:13]([N:15]2[CH2:20][CH2:19][N:18]([CH3:21])[CH2:17][CH2:16]2)=[O:14])[C:8]=1[OH:22].[NH2:25][C:26]1[CH:31]=[CH:30][CH:29]=[CH:28][CH:27]=1. The catalyst is CS(C)=O. The product is [OH:22][C:8]1[C:9]([C:13]([N:15]2[CH2:20][CH2:19][N:18]([CH3:21])[CH2:17][CH2:16]2)=[O:14])=[CH:10][CH:11]=[CH:12][C:7]=1[NH:6][C:5]1[C:4](=[O:23])[C:3](=[O:24])[C:2]=1[NH:25][C:26]1[CH:31]=[CH:30][CH:29]=[CH:28][CH:27]=1. The yield is 0.350. (3) The reactants are [I:1][C:2]1[C:10]2[C:5](=[CH:6][C:7]([C:11]([F:14])([F:13])[F:12])=[CH:8][CH:9]=2)[NH:4][N:3]=1.[CH3:15]C([O-])(C)C.[K+].IC.O. The catalyst is O1CCCC1. The product is [I:1][C:2]1[C:10]2[C:5](=[CH:6][C:7]([C:11]([F:13])([F:12])[F:14])=[CH:8][CH:9]=2)[N:4]([CH3:15])[N:3]=1. The yield is 0.720. (4) The reactants are [Cl:1][C:2]1[CH:10]=[CH:9][C:5]([C:6]([OH:8])=[O:7])=[CH:4][N:3]=1.OS(O)(=O)=O.[CH3:16]O. No catalyst specified. The product is [Cl:1][C:2]1[CH:10]=[CH:9][C:5]([C:6]([O:8][CH3:16])=[O:7])=[CH:4][N:3]=1. The yield is 0.730. (5) The product is [N:14]1[CH:15]=[CH:16][C:11]([S:8][C:4]2[CH:3]=[C:2]([CH:7]=[CH:6][CH:5]=2)[NH2:1])=[CH:12][CH:13]=1. The yield is 0.660. The reactants are [NH2:1][C:2]1[CH:3]=[C:4]([SH:8])[CH:5]=[CH:6][CH:7]=1.Cl.Cl[C:11]1[CH:16]=[CH:15][N:14]=[CH:13][CH:12]=1.C([O-])([O-])=O.[K+].[K+]. The catalyst is CN(C=O)C.CCOC(C)=O.O.